Task: Regression/Classification. Given a drug SMILES string, predict its toxicity properties. Task type varies by dataset: regression for continuous values (e.g., LD50, hERG inhibition percentage) or binary classification for toxic/non-toxic outcomes (e.g., AMES mutagenicity, cardiotoxicity, hepatotoxicity). Dataset: herg_karim.. Dataset: hERG potassium channel inhibition data for cardiac toxicity prediction from Karim et al. (1) The drug is CNc1nn2cc3c(nc2c1S(=O)(=O)c1ccccc1)CCN(C)C3. The result is 1 (blocker). (2) The drug is Cc1ccc2c(-c3nnc(SCCN4CCc5cc6nc(C)oc6c(Br)c5CC4)n3C)cccc2n1. The result is 1 (blocker).